From a dataset of Forward reaction prediction with 1.9M reactions from USPTO patents (1976-2016). Predict the product of the given reaction. (1) The product is: [CH2:64]([O:66][C:67](=[O:75])[C:68]1[CH:73]=[CH:72][CH:71]=[C:70]([NH:74][C:2]2[CH:7]=[CH:6][C:5]([C:8]([F:11])([F:10])[F:9])=[CH:4][CH:3]=2)[CH:69]=1)[CH3:65]. Given the reactants Br[C:2]1[CH:7]=[CH:6][C:5]([C:8]([F:11])([F:10])[F:9])=[CH:4][CH:3]=1.C([O-])([O-])=O.[Cs+].[Cs+].C1C=CC(P(C2C(C3C(P(C4C=CC=CC=4)C4C=CC=CC=4)=CC=C4C=3C=CC=C4)=C3C(C=CC=C3)=CC=2)C2C=CC=CC=2)=CC=1.[CH2:64]([O:66][C:67](=[O:75])[C:68]1[CH:73]=[CH:72][CH:71]=[C:70]([NH2:74])[CH:69]=1)[CH3:65], predict the reaction product. (2) Given the reactants [CH3:1][C:2]1[C:7]([CH3:8])=[CH:6][CH:5]=[CH:4][C:3]=1B(O)O.Cl[C:13]1[N:18]=[C:17]([NH2:19])[N:16]=[C:15]([NH:20][CH:21]2[CH2:26][CH2:25][CH2:24][CH2:23][CH2:22]2)[CH:14]=1, predict the reaction product. The product is: [CH:21]1([NH:20][C:15]2[CH:14]=[C:13]([C:3]3[CH:4]=[CH:5][CH:6]=[C:7]([CH3:8])[C:2]=3[CH3:1])[N:18]=[C:17]([NH2:19])[N:16]=2)[CH2:26][CH2:25][CH2:24][CH2:23][CH2:22]1. (3) Given the reactants [Cl:1][C:2]1[CH:3]=[C:4]2[NH:22][C:21]([O:23][C@@H:24]3[CH2:28][O:27][C@@H:26]4[C:29](=O)[CH2:30][O:31][C@H:25]34)=[N:20][C:5]2=[N:6][C:7]=1[C:8]1[CH:13]=[CH:12][C:11]([C:14]2[CH:19]=[CH:18][CH:17]=[CH:16][CH:15]=2)=[CH:10][CH:9]=1.[C:33](=[O:36])([O-])[O-].[NH4+:37].[NH4+:38].[C-]#N.[K+].[CH3:42][OH:43], predict the reaction product. The product is: [Cl:1][C:2]1[CH:3]=[C:4]2[NH:22][C:21]([O:23][C@@H:24]3[CH2:28][O:27][C@@H:26]4[C:29]5([CH2:30][O:31][C@H:25]34)[NH:38][C:42](=[O:43])[NH:37][C:33]5=[O:36])=[N:20][C:5]2=[N:6][C:7]=1[C:8]1[CH:9]=[CH:10][C:11]([C:14]2[CH:19]=[CH:18][CH:17]=[CH:16][CH:15]=2)=[CH:12][CH:13]=1. (4) Given the reactants C(N(CC)CC)C.[CH3:8][C:9]([O:12][C:13]([NH:15][C@@H:16]([C:24](O)=[O:25])[CH2:17][C:18]1[CH:23]=[CH:22][N:21]=[CH:20][CH:19]=1)=[O:14])([CH3:11])[CH3:10].ClC(OCC(C)C)=O, predict the reaction product. The product is: [N:21]1[CH:20]=[CH:19][C:18]([CH2:17][C@@H:16]([NH:15][C:13](=[O:14])[O:12][C:9]([CH3:10])([CH3:8])[CH3:11])[CH2:24][OH:25])=[CH:23][CH:22]=1. (5) Given the reactants [NH2:1][C:2]1[C:3]([C:21]#[N:22])=[C:4]([CH:18]=[CH:19][CH:20]=1)[O:5][CH2:6][C:7]([CH3:17])([CH3:16])[C:8]([NH:10][CH:11]1[CH2:15][CH2:14][CH2:13][CH2:12]1)=[O:9].O=[C:24]([CH3:31])[CH2:25][C:26]([O:28][CH2:29][CH3:30])=[O:27], predict the reaction product. The product is: [CH2:29]([O:28][C:26]([C:25]1[C:24]([CH3:31])=[N:1][C:2]2[C:3]([C:21]=1[NH2:22])=[C:4]([O:5][CH2:6][C:7]([CH3:17])([CH3:16])[C:8]([NH:10][CH:11]1[CH2:15][CH2:14][CH2:13][CH2:12]1)=[O:9])[CH:18]=[CH:19][CH:20]=2)=[O:27])[CH3:30]. (6) Given the reactants [Cl:1][C:2]1[C:7]([Cl:8])=[C:6]([C:9]([OH:18])([C:14]([F:17])([F:16])[F:15])[C:10]([F:13])([F:12])[F:11])[CH:5]=[CH:4][C:3]=1[C:19]1[S:23][C:22]([C:24]([O:26][CH2:27][CH3:28])=[O:25])=[N:21][C:20]=1[CH2:29][OH:30].C(O)(=[O:33])C.C(O)(=O)C.IC1C=CC=CC=1.CC1(C)N([O])C(C)(C)CCC1, predict the reaction product. The product is: [Cl:1][C:2]1[C:7]([Cl:8])=[C:6]([C:9]([OH:18])([C:10]([F:13])([F:11])[F:12])[C:14]([F:15])([F:16])[F:17])[CH:5]=[CH:4][C:3]=1[C:19]1[S:23][C:22]([C:24]([O:26][CH2:27][CH3:28])=[O:25])=[N:21][C:20]=1[C:29]([OH:33])=[O:30].